Dataset: Hepatocyte clearance measurements from AstraZeneca. Task: Regression/Classification. Given a drug SMILES string, predict its absorption, distribution, metabolism, or excretion properties. Task type varies by dataset: regression for continuous measurements (e.g., permeability, clearance, half-life) or binary classification for categorical outcomes (e.g., BBB penetration, CYP inhibition). For this dataset (clearance_hepatocyte_az), we predict log10(clearance) (log10 of the in vitro intrinsic clearance, CLint, in uL/min per 10^6 hepatocytes; values are censored to the assay range of 3 to 150, which is 0.477 to 2.18 on this log10 scale). The compound is C[C@H](NC(=O)c1cccc2c1N(Cc1ccc(Cl)cc1)CC2)c1ccc(C(=O)O)cc1. The log10(clearance) is 1.12.